The task is: Predict the reaction yield, written as a fraction of the theoretical maximum amount of product (1.0 means a 100% yield; for example, 0.34 means a 34% yield).. This data is from Reaction yield outcomes from USPTO patents with 853,638 reactions. (1) The reactants are [CH:1]1([C:7]2[C:15]3[C:10](=[CH:11][C:12]([C:16]([O:18][CH3:19])=[O:17])=[CH:13][CH:14]=3)[N:9]([CH2:20][C:21]([N:23]([CH3:25])[CH3:24])=[O:22])[C:8]=2[CH:26]([OH:29])CO)[CH2:6][CH2:5][CH2:4][CH2:3][CH2:2]1.I([O-])(=O)(=O)=O.[Na+]. The catalyst is C1COCC1.O.CCOC(C)=O.C(O)(=O)CC(CC(O)=O)(C(O)=O)O. The product is [CH:1]1([C:7]2[C:15]3[C:10](=[CH:11][C:12]([C:16]([O:18][CH3:19])=[O:17])=[CH:13][CH:14]=3)[N:9]([CH2:20][C:21]([N:23]([CH3:24])[CH3:25])=[O:22])[C:8]=2[CH:26]=[O:29])[CH2:2][CH2:3][CH2:4][CH2:5][CH2:6]1. The yield is 0.830. (2) The reactants are C([Li])CCC.Br[C:7]1[C:8]([O:14][CH3:15])=[N:9][CH:10]=[C:11]([F:13])[CH:12]=1.C([O:19][B:20](OC(C)C)[O:21]C(C)C)(C)C.Cl.[OH-].[Na+]. The catalyst is O1CCCC1. The product is [F:13][C:11]1[CH:12]=[C:7]([B:20]([OH:21])[OH:19])[C:8]([O:14][CH3:15])=[N:9][CH:10]=1. The yield is 0.660.